Dataset: Full USPTO retrosynthesis dataset with 1.9M reactions from patents (1976-2016). Task: Predict the reactants needed to synthesize the given product. (1) The reactants are: [C:1]([O:5][C:6](=[O:20])[NH:7][C@@H:8]([CH3:19])[C:9]([C:11]1[CH:12]=[N:13][C:14]([O:17][CH3:18])=[CH:15][CH:16]=1)=[O:10])([CH3:4])([CH3:3])[CH3:2].C1(C)C=CC=CC=1.CC([O-])C.CC([O-])C.CC([O-])C.[Al+3].Cl. Given the product [C:1]([O:5][C:6](=[O:20])[NH:7][C@@H:8]([CH3:19])[C@H:9]([OH:10])[C:11]1[CH:12]=[N:13][C:14]([O:17][CH3:18])=[CH:15][CH:16]=1)([CH3:4])([CH3:2])[CH3:3], predict the reactants needed to synthesize it. (2) Given the product [Cl:21][C:16]1[CH:17]=[N:18][CH:19]=[CH:20][C:15]=1[CH2:14][C:13]1([C:10]2([Cl:9])[CH2:12][CH2:11]2)[CH2:2][O:22]1, predict the reactants needed to synthesize it. The reactants are: [Cl-].[CH3:2][S+](C)(C)=O.[OH-].[Na+].[Cl:9][C:10]1([C:13](=[O:22])[CH2:14][C:15]2[CH:20]=[CH:19][N:18]=[CH:17][C:16]=2[Cl:21])[CH2:12][CH2:11]1. (3) Given the product [CH3:54][O:53][C:51]1[C:50]([NH:55][C:29]([C:27]2[N:28]=[C:24]([O:23][C:20]3[CH:21]=[C:22]4[C:17](=[CH:18][C:19]=3[CH3:32])[CH2:16][CH2:15][C:14]4([CH3:33])[CH3:13])[S:25][CH:26]=2)=[O:30])=[C:49]([O:58][CH3:59])[N:48]=[C:47]([N:44]2[CH2:45][CH2:46][N:41]([C:39]([O:38][C:34]([CH3:37])([CH3:36])[CH3:35])=[O:40])[CH2:42][CH2:43]2)[N:52]=1, predict the reactants needed to synthesize it. The reactants are: Cl.CN(C)CCCN=C=NCC.[CH3:13][C:14]1([CH3:33])[C:22]2[C:17](=[CH:18][C:19]([CH3:32])=[C:20]([O:23][C:24]3[S:25][CH:26]=[C:27]([C:29](O)=[O:30])[N:28]=3)[CH:21]=2)[CH2:16][CH2:15]1.[C:34]([O:38][C:39]([N:41]1[CH2:46][CH2:45][N:44]([C:47]2[N:52]=[C:51]([O:53][CH3:54])[C:50]([N+:55]([O-])=O)=[C:49]([O:58][CH3:59])[N:48]=2)[CH2:43][CH2:42]1)=[O:40])([CH3:37])([CH3:36])[CH3:35].OC1C2N=NNC=2C=CC=1.C(N(CC)CC)C. (4) Given the product [CH3:1][O:2][C:3]1[CH:4]=[C:5]([CH:17]=[CH:18][CH:19]=1)[CH2:6][O:7][C:8]1[CH:9]=[CH:10][C:11]([C:12]([NH:20][C:21]2[CH:22]=[C:23]([B:28]([OH:30])[OH:29])[CH:24]=[CH:25][C:26]=2[CH3:27])=[O:14])=[CH:15][CH:16]=1, predict the reactants needed to synthesize it. The reactants are: [CH3:1][O:2][C:3]1[CH:4]=[C:5]([CH:17]=[CH:18][CH:19]=1)[CH2:6][O:7][C:8]1[CH:16]=[CH:15][C:11]([C:12]([OH:14])=O)=[CH:10][CH:9]=1.[NH2:20][C:21]1[CH:22]=[C:23]([B:28]([OH:30])[OH:29])[CH:24]=[CH:25][C:26]=1[CH3:27].CCN(C(C)C)C(C)C.CN(C(ON1N=NC2C=CC=NC1=2)=[N+](C)C)C.F[P-](F)(F)(F)(F)F. (5) Given the product [CH:22]1([CH2:28][N:18]2[C:19]3[C:15](=[CH:14][C:13]([O:12][CH2:11][CH2:10][CH2:9][N:3]4[CH2:4][CH2:5][CH2:6][CH2:7][CH2:8]4)=[CH:21][CH:20]=3)[CH:16]=[CH:17]2)[CH2:27][CH2:26][CH2:25][CH2:24][CH2:23]1, predict the reactants needed to synthesize it. The reactants are: Cl.Cl.[N:3]1([CH2:9][CH2:10][CH2:11][O:12][C:13]2[CH:14]=[C:15]3[C:19](=[CH:20][CH:21]=2)[NH:18][CH2:17][CH2:16]3)[CH2:8][CH2:7][CH2:6][CH2:5][CH2:4]1.[CH:22]1([CH:28]=O)[CH2:27][CH2:26][CH2:25][CH2:24][CH2:23]1.